This data is from Forward reaction prediction with 1.9M reactions from USPTO patents (1976-2016). The task is: Predict the product of the given reaction. (1) Given the reactants [Cl:1][C:2]1[C:3]([C:9]2[N:14]=[C:13]([N:15]([CH3:23])[CH2:16][CH:17]3[CH2:22][CH2:21][O:20][CH2:19][CH2:18]3)[CH:12]=[N:11][CH:10]=2)=[CH:4][C:5](F)=[N:6][CH:7]=1.[NH2:24][C@H:25]1[CH2:30][CH2:29][C@H:28]([CH2:31][NH:32]C(=O)OC(C)(C)C)[CH2:27][CH2:26]1.Cl, predict the reaction product. The product is: [NH2:32][CH2:31][C@H:28]1[CH2:29][CH2:30][C@H:25]([NH:24][C:5]2[CH:4]=[C:3]([C:9]3[N:14]=[C:13]([N:15]([CH3:23])[CH2:16][CH:17]4[CH2:22][CH2:21][O:20][CH2:19][CH2:18]4)[CH:12]=[N:11][CH:10]=3)[C:2]([Cl:1])=[CH:7][N:6]=2)[CH2:26][CH2:27]1. (2) Given the reactants [O:1]=[C:2]1[NH:7][CH:6]=[N:5][C:4]2[O:8][C:9]([C:17]3[CH:22]=[CH:21][C:20]([C:23]4([NH:27][C:28](=[O:34])[O:29][C:30]([CH3:33])([CH3:32])[CH3:31])[CH2:26][CH2:25][CH2:24]4)=[CH:19][CH:18]=3)=[C:10]([C:11]3[CH:16]=[CH:15][CH:14]=[CH:13][CH:12]=3)[C:3]1=2.C([O-])([O-])=O.[K+].[K+].[Na+].[I-].Br[CH2:44][CH2:45][O:46][CH3:47], predict the reaction product. The product is: [CH3:47][O:46][CH2:45][CH2:44][N:7]1[C:2](=[O:1])[C:3]2[C:10]([C:11]3[CH:12]=[CH:13][CH:14]=[CH:15][CH:16]=3)=[C:9]([C:17]3[CH:22]=[CH:21][C:20]([C:23]4([NH:27][C:28](=[O:34])[O:29][C:30]([CH3:31])([CH3:33])[CH3:32])[CH2:24][CH2:25][CH2:26]4)=[CH:19][CH:18]=3)[O:8][C:4]=2[N:5]=[CH:6]1. (3) Given the reactants [CH3:1][NH:2][C:3]1[CH:8]=[CH:7][N:6]=[C:5]([NH2:9])[CH:4]=1.Br[CH2:11][C:12]([C:14]1[CH:19]=[CH:18][CH:17]=[C:16]([S:20][CH3:21])[CH:15]=1)=O, predict the reaction product. The product is: [CH3:1][NH:2][C:3]1[CH:8]=[CH:7][N:6]2[CH:11]=[C:12]([C:14]3[CH:19]=[CH:18][CH:17]=[C:16]([S:20][CH3:21])[CH:15]=3)[N:9]=[C:5]2[CH:4]=1.